This data is from Peptide-MHC class I binding affinity with 185,985 pairs from IEDB/IMGT. The task is: Regression. Given a peptide amino acid sequence and an MHC pseudo amino acid sequence, predict their binding affinity value. This is MHC class I binding data. (1) The peptide sequence is KLIDVSKCI. The MHC is HLA-B57:01 with pseudo-sequence HLA-B57:01. The binding affinity (normalized) is 0.0847. (2) The peptide sequence is VIMWYNYLF. The MHC is HLA-A02:12 with pseudo-sequence HLA-A02:12. The binding affinity (normalized) is 0.0847. (3) The peptide sequence is FSELYENL. The MHC is H-2-Kb with pseudo-sequence H-2-Kb. The binding affinity (normalized) is 0.453. (4) The peptide sequence is YIESKAKQL. The MHC is HLA-A02:01 with pseudo-sequence HLA-A02:01. The binding affinity (normalized) is 0.152. (5) The peptide sequence is LLRRRPYPL. The MHC is HLA-B08:02 with pseudo-sequence HLA-B08:02. The binding affinity (normalized) is 0.413. (6) The peptide sequence is FMYALSRAF. The MHC is HLA-B45:06 with pseudo-sequence HLA-B45:06. The binding affinity (normalized) is 0.213. (7) The peptide sequence is FQLYSDLAH. The MHC is HLA-A11:01 with pseudo-sequence HLA-A11:01. The binding affinity (normalized) is 0.0847. (8) The peptide sequence is FIKNKIHLL. The MHC is HLA-B15:03 with pseudo-sequence HLA-B15:03. The binding affinity (normalized) is 0.183. (9) The peptide sequence is LDSHYQDVL. The MHC is Patr-B2401 with pseudo-sequence Patr-B2401. The binding affinity (normalized) is 0.645.